Dataset: Full USPTO retrosynthesis dataset with 1.9M reactions from patents (1976-2016). Task: Predict the reactants needed to synthesize the given product. (1) Given the product [CH:1]1([O:5][C:6]2[N:7]=[CH:8][C:9]([NH2:12])=[CH:10][CH:11]=2)[CH2:2][CH2:3][CH2:4]1, predict the reactants needed to synthesize it. The reactants are: [CH:1]1([O:5][C:6]2[CH:11]=[CH:10][C:9]([N+:12]([O-])=O)=[CH:8][N:7]=2)[CH2:4][CH2:3][CH2:2]1. (2) The reactants are: [Cl:1][C:2]1[CH:3]=[CH:4][CH:5]=[C:6]2[C:10]=1[C:9](=[O:11])[N:8]([C:12]1[CH:13]=[C:14]([CH:32]=[CH:33][CH:34]=1)[C:15]([NH:17][CH2:18][CH2:19]C1CCN(C3C=CN=CC=3)CC1)=[O:16])[CH2:7]2.[CH:35]1([N:41]2CCN[CH2:43][CH2:42]2)[CH2:40][CH2:39][CH2:38][CH2:37][CH2:36]1.ClC1C=CC=C2C=1C(=O)N(C1C=C(C=CC=1)C(O)=O)C2. Given the product [Cl:1][C:2]1[CH:3]=[CH:4][CH:5]=[C:6]2[C:10]=1[C:9](=[O:11])[N:8]([C:12]1[CH:34]=[CH:33][CH:32]=[C:14]([C:15]([N:17]3[CH2:43][CH2:42][N:41]([CH:35]4[CH2:40][CH2:39][CH2:38][CH2:37][CH2:36]4)[CH2:19][CH2:18]3)=[O:16])[CH:13]=1)[CH2:7]2, predict the reactants needed to synthesize it. (3) Given the product [C:28]([C:24]1[C:23]([NH:22][C:4](=[O:6])[C:3]2[CH:7]=[CH:8][C:9]([S:18]([CH3:21])(=[O:20])=[O:19])=[C:10]([CH2:11][O:12][CH2:13][C:14]([F:17])([F:16])[F:15])[C:2]=2[Cl:1])=[N:27][O:26][N:25]=1)(=[O:29])[C:30]1[CH:35]=[CH:34][CH:33]=[CH:32][CH:31]=1, predict the reactants needed to synthesize it. The reactants are: [Cl:1][C:2]1[C:10]([CH2:11][O:12][CH2:13][C:14]([F:17])([F:16])[F:15])=[C:9]([S:18]([CH3:21])(=[O:20])=[O:19])[CH:8]=[CH:7][C:3]=1[C:4]([OH:6])=O.[NH2:22][C:23]1[C:24]([C:28]([C:30]2[CH:35]=[CH:34][CH:33]=[CH:32][CH:31]=2)=[O:29])=[N:25][O:26][N:27]=1.C(N(CC)CC)C.C(P1(=O)OP(=O)(CCC)OP(=O)(CCC)O1)CC. (4) Given the product [C:24]([O-:29])(=[O:31])[CH3:25].[NH4+:4].[Cl:1][C:2]1[C:3]2[N:4]([C:24]([CH2:25][CH:26]3[CH2:28][CH2:27]3)=[N:23][N:22]=2)[N:5]=[CH:6][C:7]=1[N:8]1[CH2:13][CH2:12][CH:11]([C:14]2[CH:19]=[CH:18][CH:17]=[CH:16][C:15]=2[C:20]#[N:21])[CH2:10][CH2:9]1, predict the reactants needed to synthesize it. The reactants are: [Cl:1][C:2]1[C:7]([N:8]2[CH2:13][CH2:12][CH:11]([C:14]3[CH:19]=[CH:18][CH:17]=[CH:16][C:15]=3[C:20]#[N:21])[CH2:10][CH2:9]2)=[CH:6][N:5]=[N:4][C:3]=1[NH:22][NH:23][C:24](=[O:29])[CH2:25][CH:26]1[CH2:28][CH2:27]1.P(Cl)(Cl)(Cl)=[O:31]. (5) Given the product [CH3:1][O:2][C:3]1[CH:15]=[CH:14][C:6]([CH2:7][O:8][C:9]([CH3:13])([CH3:12])[CH2:10][O:11][C:19]2[N:20]=[CH:21][C:22]([C:25]([O:27][CH3:28])=[O:26])=[N:23][CH:24]=2)=[CH:5][CH:4]=1, predict the reactants needed to synthesize it. The reactants are: [CH3:1][O:2][C:3]1[CH:15]=[CH:14][C:6]([CH2:7][O:8][C:9]([CH3:13])([CH3:12])[CH2:10][OH:11])=[CH:5][CH:4]=1.[H-].[Na+].Cl[C:19]1[N:20]=[CH:21][C:22]([C:25]([O:27][CH3:28])=[O:26])=[N:23][CH:24]=1.Cl.